This data is from Forward reaction prediction with 1.9M reactions from USPTO patents (1976-2016). The task is: Predict the product of the given reaction. (1) Given the reactants C1(P(C2C=CC=CC=2)C2C=CC=CC=2)C=CC=CC=1.BrN1C(=O)CCC1=O.[Cl:28][C:29]1[CH:30]=[C:31]([CH:39]([CH2:43][CH:44]2[CH2:48][CH2:47][CH2:46][CH2:45]2)[C:40]([OH:42])=O)[CH:32]=[CH:33][C:34]=1[S:35]([CH3:38])(=[O:37])=[O:36].[NH2:49][C:50]1[CH:55]=[CH:54][CH:53]=[CH:52][N:51]=1.N1C=CC=CC=1, predict the reaction product. The product is: [Cl:28][C:29]1[CH:30]=[C:31]([CH:39]([CH2:43][CH:44]2[CH2:48][CH2:47][CH2:46][CH2:45]2)[C:40]([NH:49][C:50]2[CH:55]=[CH:54][CH:53]=[CH:52][N:51]=2)=[O:42])[CH:32]=[CH:33][C:34]=1[S:35]([CH3:38])(=[O:36])=[O:37]. (2) Given the reactants [Cl:1][C:2]1[CH:3]=[C:4]([CH:6]=[CH:7][C:8]=1[O:9][C:10]1[C:11]2[CH:18]=[CH:17][N:16]([CH3:19])[C:12]=2[N:13]=[CH:14][N:15]=1)[NH2:5].C([O:28][CH2:29][CH2:30][N:31]1[C:39]2[C:38](Cl)=[N:37][CH:36]=[N:35][C:34]=2[CH:33]=[CH:32]1)(=O)C1C=CC=CC=1, predict the reaction product. The product is: [Cl:1][C:2]1[CH:3]=[C:4]([NH:5][C:38]2[C:39]3[N:31]([CH2:30][CH2:29][OH:28])[CH:32]=[CH:33][C:34]=3[N:35]=[CH:36][N:37]=2)[CH:6]=[CH:7][C:8]=1[O:9][C:10]1[C:11]2[CH:18]=[CH:17][N:16]([CH3:19])[C:12]=2[N:13]=[CH:14][N:15]=1. (3) Given the reactants Cl[CH2:2][CH2:3][CH2:4][CH:5]([C:14]1O[C:16]([C:19]2[CH:24]=[CH:23][C:22]([N:25]3[CH:29]=[N:28][C:27]([CH3:30])=[N:26]3)=[C:21]([O:31][CH3:32])[CH:20]=2)=[N:17][N:18]=1)[C:6]1[CH:11]=[CH:10][C:9]([Cl:12])=[C:8]([Cl:13])[CH:7]=1.[N-:33]=[N+]=[N-].[Na+].C1(P(C2C=CC=CC=2)C2C=CC=CC=2)C=CC=CC=1, predict the reaction product. The product is: [Cl:13][C:8]1[CH:7]=[C:6]([CH:5]2[CH2:4][CH2:3][CH2:2][N:33]3[C:16]([C:19]4[CH:24]=[CH:23][C:22]([N:25]5[CH:29]=[N:28][C:27]([CH3:30])=[N:26]5)=[C:21]([O:31][CH3:32])[CH:20]=4)=[N:17][N:18]=[C:14]23)[CH:11]=[CH:10][C:9]=1[Cl:12]. (4) Given the reactants [NH2:1][C:2]1[N:7]=[C:6](S(C)=O)[C:5]([C:11]2[CH:12]=[CH:13][C:14](=[O:20])[N:15]([CH:17]([CH3:19])[CH3:18])[N:16]=2)=[C:4]([C:21]2[CH:26]=[CH:25][CH:24]=[CH:23][CH:22]=2)[N:3]=1.[CH3:27][O-:28].[Na+], predict the reaction product. The product is: [NH2:1][C:2]1[N:7]=[C:6]([O:28][CH3:27])[C:5]([C:11]2[CH:12]=[CH:13][C:14](=[O:20])[N:15]([CH:17]([CH3:19])[CH3:18])[N:16]=2)=[C:4]([C:21]2[CH:26]=[CH:25][CH:24]=[CH:23][CH:22]=2)[N:3]=1. (5) Given the reactants [CH:1](C1C=CC(CC2C(=O)NC3C=CC(Cl)=CC=3C(C3C=CC(O)=CC=3)=N2)=CC=1)([CH3:3])[CH3:2].C([C:34]1[CH:61]=[CH:60][C:37]([CH2:38][CH:39]2[C:45](=[O:46])[N:44]([CH3:47])[C:43]3[CH:48]=[CH:49][C:50]([Cl:52])=[CH:51][C:42]=3[C:41]([C:53]3[CH:58]=[CH:57][C:56]([OH:59])=[CH:55][CH:54]=3)=[N:40]2)=[CH:36][CH:35]=1)(C)C, predict the reaction product. The product is: [CH:1]([C:35]1[CH:36]=[C:37]([CH:60]=[CH:61][CH:34]=1)[CH2:38][CH:39]1[C:45](=[O:46])[N:44]([CH3:47])[C:43]2[CH:48]=[CH:49][C:50]([Cl:52])=[CH:51][C:42]=2[C:41]([C:53]2[CH:54]=[CH:55][C:56]([OH:59])=[CH:57][CH:58]=2)=[N:40]1)([CH3:3])[CH3:2]. (6) Given the reactants Br[C:2]1[CH:7]=[CH:6][C:5]([S:8]([NH:11][C:12]2([C:15]#[N:16])[CH2:14][CH2:13]2)(=[O:10])=[O:9])=[C:4]([O:17][CH3:18])[CH:3]=1.[CH3:19][C:20]1([CH3:36])[C:24]([CH3:26])([CH3:25])[O:23][B:22]([B:22]2[O:23][C:24]([CH3:26])([CH3:25])[C:20]([CH3:36])([CH3:19])[O:21]2)[O:21]1.C([O-])(=O)C.[K+].ClCCl, predict the reaction product. The product is: [C:15]([C:12]1([NH:11][S:8]([C:5]2[CH:6]=[C:7]([B:22]3[O:23][C:24]([CH3:26])([CH3:25])[C:20]([CH3:36])([CH3:19])[O:21]3)[CH:2]=[CH:3][C:4]=2[O:17][CH3:18])(=[O:10])=[O:9])[CH2:14][CH2:13]1)#[N:16].